Dataset: Forward reaction prediction with 1.9M reactions from USPTO patents (1976-2016). Task: Predict the product of the given reaction. Given the reactants C(O)(=O)C.[CH3:5][O:6][C:7]1[CH:19]=[C:18]([N+:20]([O-:22])=[O:21])[CH:17]=[CH:16][C:8]=1[O:9][CH:10]1[CH2:15][CH2:14][NH:13][CH2:12][CH2:11]1.[CH3:23][C:24]([CH3:26])=O.C([BH3-])#N.[Na+], predict the reaction product. The product is: [CH:24]([N:13]1[CH2:14][CH2:15][CH:10]([O:9][C:8]2[CH:16]=[CH:17][C:18]([N+:20]([O-:22])=[O:21])=[CH:19][C:7]=2[O:6][CH3:5])[CH2:11][CH2:12]1)([CH3:26])[CH3:23].